From a dataset of Reaction yield outcomes from USPTO patents with 853,638 reactions. Predict the reaction yield, written as a fraction of the theoretical maximum amount of product (1.0 means a 100% yield; for example, 0.34 means a 34% yield). The product is [C:1]([O:5][C:6]([NH:8][CH:9]1[CH:14]2[O:15][CH:11]([CH2:12][CH2:13]2)[CH:10]1[C:16]([OH:18])=[O:17])=[O:7])([CH3:4])([CH3:2])[CH3:3]. The yield is 0.870. The catalyst is CO.O. The reactants are [C:1]([O:5][C:6]([NH:8][C@@H:9]1[C@@H:14]2[O:15][C@@H:11]([CH2:12][CH2:13]2)[C@@H:10]1[C:16]([O:18]C)=[O:17])=[O:7])([CH3:4])([CH3:3])[CH3:2].[Li+].[OH-].